From a dataset of Reaction yield outcomes from USPTO patents with 853,638 reactions. Predict the reaction yield, written as a fraction of the theoretical maximum amount of product (1.0 means a 100% yield; for example, 0.34 means a 34% yield). (1) The product is [CH2:1]([O:8][C:9]1[CH:19]=[C:12]2[N:13]=[C:14]([Cl:18])[CH:15]=[C:16]([N:20]3[CH2:25][CH2:24][O:23][CH2:22][CH2:21]3)[N:11]2[N:10]=1)[C:2]1[CH:7]=[CH:6][CH:5]=[CH:4][CH:3]=1. The catalyst is O1CCOCC1. The reactants are [CH2:1]([O:8][C:9]1[CH:19]=[C:12]2[N:13]=[C:14]([Cl:18])[CH:15]=[C:16](Cl)[N:11]2[N:10]=1)[C:2]1[CH:7]=[CH:6][CH:5]=[CH:4][CH:3]=1.[NH:20]1[CH2:25][CH2:24][O:23][CH2:22][CH2:21]1. The yield is 0.960. (2) The reactants are [F:1][C:2]([F:13])([F:12])[O:3][C:4]1[CH:9]=[CH:8][C:7]([O:10][CH3:11])=[CH:6][CH:5]=1.C1N2CN3CN(C2)CN1C3.FC(F)(F)[C:26](O)=[O:27]. No catalyst specified. The product is [CH3:11][O:10][C:7]1[CH:6]=[CH:5][C:4]([O:3][C:2]([F:12])([F:13])[F:1])=[CH:9][C:8]=1[CH:26]=[O:27]. The yield is 0.300.